Dataset: Full USPTO retrosynthesis dataset with 1.9M reactions from patents (1976-2016). Task: Predict the reactants needed to synthesize the given product. The reactants are: Cl.[NH2:2][C:3]1[N:12]=[C:11]([C:13]2[CH:18]=[CH:17][CH:16]=[C:15]([OH:19])[CH:14]=2)[C:10]2[C:5](=[CH:6][CH:7]=[C:8]([Cl:20])[CH:9]=2)[N:4]=1.C([NH:28][CH2:29][CH2:30][CH2:31][CH2:32][CH2:33]Br)(OC(C)(C)C)=O.C(=O)([O-])[O-].[K+].[K+].C(O)(C(F)(F)F)=O. Given the product [NH2:2][C:3]1[N:12]=[C:11]([C:13]2[CH:18]=[CH:17][CH:16]=[C:15]([O:19][CH2:33][CH2:32][CH2:31][CH2:30][CH2:29][NH2:28])[CH:14]=2)[C:10]2[C:5](=[CH:6][CH:7]=[C:8]([Cl:20])[CH:9]=2)[N:4]=1, predict the reactants needed to synthesize it.